Regression. Given a peptide amino acid sequence and an MHC pseudo amino acid sequence, predict their binding affinity value. This is MHC class II binding data. From a dataset of Peptide-MHC class II binding affinity with 134,281 pairs from IEDB. (1) The peptide sequence is AAGTYVAADAAAAST. The MHC is DRB1_0901 with pseudo-sequence DRB1_0901. The binding affinity (normalized) is 0.417. (2) The peptide sequence is YDKFLANVSTVLTGW. The MHC is DRB1_1302 with pseudo-sequence DRB1_1302. The binding affinity (normalized) is 0.897. (3) The peptide sequence is YKFIPALEAAVKQAY. The MHC is HLA-DQA10501-DQB10301 with pseudo-sequence HLA-DQA10501-DQB10301. The binding affinity (normalized) is 0.607. (4) The MHC is DRB3_0202 with pseudo-sequence DRB3_0202. The peptide sequence is SQTEVKEEGKEELQE. The binding affinity (normalized) is 0.